Dataset: Full USPTO retrosynthesis dataset with 1.9M reactions from patents (1976-2016). Task: Predict the reactants needed to synthesize the given product. (1) The reactants are: [CH3:1][C:2]1[N:3]=[CH:4][O:5][C:6]=1[CH3:7].[CH2:8]([O:10][C:11](=[O:32])[N:12]([C:21]1[CH:26]=[C:25](Br)[N:24]=[C:23]([NH2:28])[C:22]=1[N+:29]([O-:31])=[O:30])[CH2:13][C:14]1[CH:15]=[N:16][C:17]([CH3:20])=[CH:18][CH:19]=1)[CH3:9]. Given the product [CH2:8]([O:10][C:11](=[O:32])[N:12]([C:21]1[CH:26]=[C:25]([C:4]2[O:5][C:6]([CH3:7])=[C:2]([CH3:1])[N:3]=2)[N:24]=[C:23]([NH2:28])[C:22]=1[N+:29]([O-:31])=[O:30])[CH2:13][C:14]1[CH:15]=[N:16][C:17]([CH3:20])=[CH:18][CH:19]=1)[CH3:9], predict the reactants needed to synthesize it. (2) The reactants are: C([O:4][C@H:5]1[C@H:10]([O:11]C(=O)C)[C@@H:9]([O:15]C(=O)C)[C@H:8]([C:19]2[S:20][C:21]([CH2:26][C:27]3[CH:32]=[CH:31][C:30]([CH2:33][CH3:34])=[CH:29][CH:28]=3)=[C:22]([CH3:25])[C:23]=2[Br:24])[O:7][C@@H:6]1[CH2:35][O:36]C(=O)C)(=O)C.C[O-].[Na+].CC(O)=O. Given the product [Br:24][C:23]1[C:22]([CH3:25])=[C:21]([CH2:26][C:27]2[CH:28]=[CH:29][C:30]([CH2:33][CH3:34])=[CH:31][CH:32]=2)[S:20][C:19]=1[C@H:8]1[C@H:9]([OH:15])[C@@H:10]([OH:11])[C@H:5]([OH:4])[C@@H:6]([CH2:35][OH:36])[O:7]1, predict the reactants needed to synthesize it. (3) Given the product [C:45]([O:44][C:42]([N:39]1[CH2:40][CH2:41][CH:36]([NH:35][C:31]([C:16]2[C:15]3[C:20](=[CH:21][CH:22]=[C:13]([C:11]4[CH:12]=[C:7]([C:5](=[O:6])[NH:4][CH:1]5[CH2:2][CH2:3]5)[CH:8]=[CH:9][C:10]=4[CH3:34])[CH:14]=3)[C:19](=[O:23])[N:18]([CH2:24][C:25]3[CH:30]=[CH:29][N:28]=[CH:27][CH:26]=3)[CH:17]=2)=[O:32])[CH2:37][CH2:38]1)=[O:43])([CH3:48])([CH3:46])[CH3:47], predict the reactants needed to synthesize it. The reactants are: [CH:1]1([NH:4][C:5]([C:7]2[CH:8]=[CH:9][C:10]([CH3:34])=[C:11]([C:13]3[CH:14]=[C:15]4[C:20](=[CH:21][CH:22]=3)[C:19](=[O:23])[N:18]([CH2:24][C:25]3[CH:30]=[CH:29][N:28]=[CH:27][CH:26]=3)[CH:17]=[C:16]4[C:31](O)=[O:32])[CH:12]=2)=[O:6])[CH2:3][CH2:2]1.[NH2:35][CH:36]1[CH2:41][CH2:40][N:39]([C:42]([O:44][C:45]([CH3:48])([CH3:47])[CH3:46])=[O:43])[CH2:38][CH2:37]1.C(N(CC)C(C)C)(C)C.CN(C(ON1N=NC2C=CC=NC1=2)=[N+](C)C)C.F[P-](F)(F)(F)(F)F. (4) Given the product [NH2:7][C@@H:8]([CH2:9][C:10]1[CH:15]=[CH:14][C:13]([N+:16]([O-:18])=[O:17])=[CH:12][CH:11]=1)[C:19]([NH:20][CH3:21])=[O:22], predict the reactants needed to synthesize it. The reactants are: C(OC(=O)[NH:7][C@H:8]([C:19](=[O:22])[NH:20][CH3:21])[CH2:9][C:10]1[CH:15]=[CH:14][C:13]([N+:16]([O-:18])=[O:17])=[CH:12][CH:11]=1)(C)(C)C. (5) Given the product [CH2:1]([N:3]1[CH:7]=[C:6]([C:8]2[CH:13]=[CH:12][N:11]=[C:10]3[NH:14][C:15]([C:17]([OH:19])=[O:18])=[CH:16][C:9]=23)[C:5]([C:20]2[CH:25]=[CH:24][CH:23]=[C:22]([NH:26][C:27]([NH:29][C:30]3[CH:31]=[CH:32][C:33]([C:36]([F:38])([F:39])[F:37])=[CH:34][CH:35]=3)=[O:28])[CH:21]=2)=[N:4]1)[CH3:2], predict the reactants needed to synthesize it. The reactants are: [CH2:1]([N:3]1[CH:7]=[C:6]([C:8]2[CH:13]=[CH:12][N:11]=[C:10]3[NH:14][C:15]([C:17]([O-:19])=[O:18])=[CH:16][C:9]=23)[C:5]([C:20]2[CH:25]=[CH:24][CH:23]=[C:22]([NH:26][C:27]([NH:29][C:30]3[CH:35]=[CH:34][C:33]([C:36]([F:39])([F:38])[F:37])=[CH:32][CH:31]=3)=[O:28])[CH:21]=2)=[N:4]1)[CH3:2].[OH-].[Na+]. (6) Given the product [NH2:19][C:18]1[S:20][C:6]([C:5]2[CH:9]=[CH:10][C:11]([CH2:12][CH:13]([CH3:15])[CH3:14])=[C:3]([CH:4]=2)[C:1]#[N:2])=[N:17][N:16]=1, predict the reactants needed to synthesize it. The reactants are: [C:1]([C:3]1[CH:4]=[C:5]([CH:9]=[CH:10][C:11]=1[CH2:12][CH:13]([CH3:15])[CH3:14])[C:6](O)=O)#[N:2].[NH:16]([C:18](=[S:20])[NH2:19])[NH2:17]. (7) Given the product [ClH:37].[N:28]1[CH:29]=[CH:30][CH:31]=[C:26]([C:9]2[CH:10]=[C:11]3[C:17]([NH:18][C:19]([CH:21]4[CH2:22][CH2:23]4)=[O:20])=[N:16][NH:15][C:12]3=[N:13][CH:14]=2)[CH:27]=1, predict the reactants needed to synthesize it. The reactants are: CC1(C)C(C)(C)OB([C:9]2[CH:10]=[C:11]3[C:17]([NH:18][C:19]([CH:21]4[CH2:23][CH2:22]4)=[O:20])=[N:16][NH:15][C:12]3=[N:13][CH:14]=2)O1.Br[C:26]1[CH:27]=[N:28][CH:29]=[CH:30][CH:31]=1.C([O-])(=O)C.[K+].[ClH:37].